Dataset: Full USPTO retrosynthesis dataset with 1.9M reactions from patents (1976-2016). Task: Predict the reactants needed to synthesize the given product. (1) Given the product [NH:1]1[CH:5]=[CH:4][N:3]=[C:2]1[CH2:6][C:7]1[CH:12]=[CH:11][C:10]([NH2:13])=[CH:9][CH:8]=1, predict the reactants needed to synthesize it. The reactants are: [NH:1]1[CH:5]=[CH:4][N:3]=[C:2]1[CH2:6][C:7]1[CH:12]=[CH:11][C:10]([N+:13]([O-])=O)=[CH:9][CH:8]=1.NC1C=CC=CC=1. (2) Given the product [F:5][C:6]1[CH:7]=[CH:8][C:9]([O:12][CH2:13][C:14]2[CH:19]=[CH:18][C:17]([CH2:20][CH2:21][N+:22]([O-:24])=[O:23])=[CH:16][CH:15]=2)=[N:10][CH:11]=1, predict the reactants needed to synthesize it. The reactants are: CS(C)=O.[F:5][C:6]1[CH:7]=[CH:8][C:9]([O:12][CH2:13][C:14]2[CH:19]=[CH:18][C:17](/[CH:20]=[CH:21]/[N+:22]([O-:24])=[O:23])=[CH:16][CH:15]=2)=[N:10][CH:11]=1.[BH4-].[Na+]. (3) The reactants are: [Cl:1][C:2]1[CH:7]=[CH:6][C:5]([C@:8]2([O:17][C@H:16]([CH2:18][OH:19])[C@@H:14]([OH:15])[C@H:12]([OH:13])[C@H:10]2[OH:11])[OH:9])=[CH:4][C:3]=1[CH2:20][C:21]1[CH:26]=[CH:25][C:24]([OH:27])=[CH:23][CH:22]=1.Br[C:29]1([C:34]([O:36][CH3:37])=[O:35])[CH2:33][CH2:32][CH2:31][CH2:30]1.[I-].[K+].C(=O)([O-])[O-].[K+].[K+]. Given the product [Cl:1][C:2]1[CH:7]=[CH:6][C:5]([C@:8]2([O:17][C@H:16]([CH2:18][OH:19])[C@@H:14]([OH:15])[C@H:12]([OH:13])[C@H:10]2[OH:11])[OH:9])=[CH:4][C:3]=1[CH2:20][C:21]1[CH:22]=[CH:23][C:24]([O:27][C:29]2([C:34]([O:36][CH3:37])=[O:35])[CH2:33][CH2:32][CH2:31][CH2:30]2)=[CH:25][CH:26]=1, predict the reactants needed to synthesize it. (4) Given the product [OH:1][C:2]1[CH:3]=[C:4]2[C:8](=[C:9]([N+:12]([O-:14])=[O:13])[C:10]=1[OH:11])[C:7](=[N:23][OH:24])[CH2:6][CH2:5]2, predict the reactants needed to synthesize it. The reactants are: [OH:1][C:2]1[CH:3]=[C:4]2[C:8](=[C:9]([N+:12]([O-:14])=[O:13])[C:10]=1[OH:11])[C:7](=O)[CH2:6][CH2:5]2.N1C=CC=CC=1.Cl.[NH2:23][OH:24]. (5) Given the product [C:22]([C:19]1[CH:18]=[CH:17][C:16]([C:9]2[C:10]3[C:15]([C:2]([B:32]([OH:37])[OH:33])=[C:3]4[C:8]=2[CH:7]=[CH:6][CH:5]=[CH:4]4)=[CH:14][CH:13]=[CH:12][CH:11]=3)=[CH:21][CH:20]=1)([CH3:24])([CH3:25])[CH3:23], predict the reactants needed to synthesize it. The reactants are: Br[C:2]1[C:3]2[C:8]([C:9]([C:16]3[CH:21]=[CH:20][C:19]([C:22]([CH3:25])([CH3:24])[CH3:23])=[CH:18][CH:17]=3)=[C:10]3[C:15]=1[CH:14]=[CH:13][CH:12]=[CH:11]3)=[CH:7][CH:6]=[CH:5][CH:4]=2.CCCCCC.[B:32](OC(C)C)([O:37]C(C)C)[O:33]C(C)C.Cl. (6) Given the product [CH3:16][S:13]([O:1][C@@H:2]([C:7]1[CH:12]=[CH:11][CH:10]=[CH:9][CH:8]=1)[C:3]([O:5][CH3:6])=[O:4])(=[O:15])=[O:14], predict the reactants needed to synthesize it. The reactants are: [OH:1][C@@H:2]([C:7]1[CH:12]=[CH:11][CH:10]=[CH:9][CH:8]=1)[C:3]([O:5][CH3:6])=[O:4].[S:13](Cl)([CH3:16])(=[O:15])=[O:14].Cl. (7) Given the product [ClH:16].[Cl:16][C:17]1[CH:25]=[CH:24][CH:23]=[C:22]([F:26])[C:18]=1[C:19]([NH:15][C:13]1[CH:12]=[CH:11][CH:10]=[C:9]([O:8][CH:5]2[CH2:4][CH2:3][N:2]([CH3:1])[CH2:7][CH2:6]2)[N:14]=1)=[O:20], predict the reactants needed to synthesize it. The reactants are: [CH3:1][N:2]1[CH2:7][CH2:6][CH:5]([O:8][C:9]2[N:14]=[C:13]([NH2:15])[CH:12]=[CH:11][CH:10]=2)[CH2:4][CH2:3]1.[Cl:16][C:17]1[CH:25]=[CH:24][CH:23]=[C:22]([F:26])[C:18]=1[C:19](Cl)=[O:20].N.CO.[NH4+].[Cl-]. (8) Given the product [CH2:3]([O:6][C:7]1[CH:16]=[C:15]([OH:17])[C:14]([CH:18]([CH3:20])[CH3:19])=[CH:13][C:8]=1[C:9]([OH:11])=[O:10])[CH:4]=[CH2:5], predict the reactants needed to synthesize it. The reactants are: [OH-].[K+].[CH2:3]([O:6][C:7]1[CH:16]=[C:15]([OH:17])[C:14]([CH:18]([CH3:20])[CH3:19])=[CH:13][C:8]=1[C:9]([O:11]C)=[O:10])[CH:4]=[CH2:5].